From a dataset of NCI-60 drug combinations with 297,098 pairs across 59 cell lines. Regression. Given two drug SMILES strings and cell line genomic features, predict the synergy score measuring deviation from expected non-interaction effect. Drug 1: CCC1=CC2CC(C3=C(CN(C2)C1)C4=CC=CC=C4N3)(C5=C(C=C6C(=C5)C78CCN9C7C(C=CC9)(C(C(C8N6C)(C(=O)OC)O)OC(=O)C)CC)OC)C(=O)OC.C(C(C(=O)O)O)(C(=O)O)O. Drug 2: CC1=C2C(C(=O)C3(C(CC4C(C3C(C(C2(C)C)(CC1OC(=O)C(C(C5=CC=CC=C5)NC(=O)OC(C)(C)C)O)O)OC(=O)C6=CC=CC=C6)(CO4)OC(=O)C)O)C)O. Cell line: LOX IMVI. Synergy scores: CSS=46.5, Synergy_ZIP=-3.98, Synergy_Bliss=-4.47, Synergy_Loewe=-0.905, Synergy_HSA=0.491.